From a dataset of Forward reaction prediction with 1.9M reactions from USPTO patents (1976-2016). Predict the product of the given reaction. (1) Given the reactants [F:1][C:2]1[CH:7]=[CH:6][C:5]([C@@H:8]2[CH2:13][CH2:12][N:11](C(OCC3C=CC=CC=3)=O)[CH2:10][C@H:9]2[CH2:24][OH:25])=[CH:4][CH:3]=1.[C:34](O[C:34]([O:36][C:37]([CH3:40])([CH3:39])[CH3:38])=[O:35])([O:36][C:37]([CH3:40])([CH3:39])[CH3:38])=[O:35], predict the reaction product. The product is: [F:1][C:2]1[CH:7]=[CH:6][C:5]([C@@H:8]2[CH2:13][CH2:12][N:11]([C:34]([O:36][C:37]([CH3:38])([CH3:39])[CH3:40])=[O:35])[CH2:10][C@H:9]2[CH2:24][OH:25])=[CH:4][CH:3]=1. (2) Given the reactants F[C:2]1[C:3]([CH3:15])=[N:4][C:5]2[C:10]([N:11]=1)=[C:9]([C:12](=[O:14])[CH3:13])[CH:8]=[CH:7][CH:6]=2.[NH2:16][C:17]([CH3:28])([CH3:27])[CH2:18][NH:19][C:20](=[O:26])[O:21][C:22]([CH3:25])([CH3:24])[CH3:23].CCN(C(C)C)C(C)C, predict the reaction product. The product is: [C:12]([C:9]1[CH:8]=[CH:7][CH:6]=[C:5]2[C:10]=1[N:11]=[C:2]([NH:16][C:17]([CH3:28])([CH3:27])[CH2:18][NH:19][C:20](=[O:26])[O:21][C:22]([CH3:24])([CH3:23])[CH3:25])[C:3]([CH3:15])=[N:4]2)(=[O:14])[CH3:13].